From a dataset of Peptide-MHC class II binding affinity with 134,281 pairs from IEDB. Regression. Given a peptide amino acid sequence and an MHC pseudo amino acid sequence, predict their binding affinity value. This is MHC class II binding data. (1) The peptide sequence is EEMFKKRNLTIMDLH. The MHC is DRB1_1101 with pseudo-sequence DRB1_1101. The binding affinity (normalized) is 0.462. (2) The peptide sequence is DMRLLSLAVSSAVPTHHHHHH. The MHC is DRB1_0801 with pseudo-sequence DRB1_0801. The binding affinity (normalized) is 0.515.